From a dataset of Full USPTO retrosynthesis dataset with 1.9M reactions from patents (1976-2016). Predict the reactants needed to synthesize the given product. (1) Given the product [NH3:2].[CH3:24][N:2]1[CH2:7][CH2:6][CH2:5][CH:4]([C:8]2[CH:9]=[CH:10][C:11]([O:12][C:13]3[CH:21]=[CH:20][C:16]([C:17]([NH2:19])=[O:18])=[CH:15][N:14]=3)=[CH:22][CH:23]=2)[CH2:3]1, predict the reactants needed to synthesize it. The reactants are: Cl.[NH:2]1[CH2:7][CH2:6][CH2:5][CH:4]([C:8]2[CH:23]=[CH:22][C:11]([O:12][C:13]3[CH:21]=[CH:20][C:16]([C:17]([NH2:19])=[O:18])=[CH:15][N:14]=3)=[CH:10][CH:9]=2)[CH2:3]1.[CH2:24]=O.[BH4-].[Na+]. (2) Given the product [C:6]([C:5]1[CH:8]=[CH:9][C:2]([C:13](=[O:27])[CH:14]([NH:19][C:20](=[O:26])[O:21][C:22]([CH3:25])([CH3:24])[CH3:23])[C:15]([CH3:18])([CH3:17])[CH3:16])=[CH:3][CH:4]=1)#[N:7], predict the reactants needed to synthesize it. The reactants are: Br[C:2]1[CH:9]=[CH:8][C:5]([C:6]#[N:7])=[CH:4][CH:3]=1.CON(C)[C:13](=[O:27])[CH:14]([NH:19][C:20](=[O:26])[O:21][C:22]([CH3:25])([CH3:24])[CH3:23])[C:15]([CH3:18])([CH3:17])[CH3:16].C(C(C(C([O-])=O)O)O)([O-])=O.[Na+].[K+]. (3) The reactants are: [CH3:1][N:2]1[C:6]2[CH:7]=[C:8]([C:11](O)=[O:12])[CH:9]=[CH:10][C:5]=2[O:4][C:3]1=[O:14].C(Cl)(=O)C([Cl:18])=O. Given the product [CH3:1][N:2]1[C:6]2[CH:7]=[C:8]([C:11]([Cl:18])=[O:12])[CH:9]=[CH:10][C:5]=2[O:4][C:3]1=[O:14], predict the reactants needed to synthesize it. (4) Given the product [CH:2]1([NH:5][C:6](=[O:12])[CH2:7][CH2:8][CH2:9][N:10]([CH3:11])[C:33]([C:18]2[CH:19]=[C:20]3[C:15](=[CH:16][CH:17]=2)[N:14]([CH3:13])[C:26]2[CH2:25][CH2:24][CH:23]([CH:27]4[CH2:32][CH2:31][O:30][CH2:29][CH2:28]4)[CH2:22][C:21]3=2)=[O:35])[CH2:3][CH2:4]1, predict the reactants needed to synthesize it. The reactants are: [Cl-].[CH:2]1([NH:5][C:6](=[O:12])[CH2:7][CH2:8][CH2:9][NH2+:10][CH3:11])[CH2:4][CH2:3]1.[CH3:13][N:14]1[C:26]2[CH2:25][CH2:24][CH:23]([CH:27]3[CH2:32][CH2:31][O:30][CH2:29][CH2:28]3)[CH2:22][C:21]=2[C:20]2[C:15]1=[CH:16][CH:17]=[C:18]([C:33]([OH:35])=O)[CH:19]=2.CCN(C(C)C)C(C)C.CN(C(ON1N=NC2C=CC=NC1=2)=[N+](C)C)C.F[P-](F)(F)(F)(F)F. (5) Given the product [CH3:7][NH:6][C:5]1[C:8]([NH2:12])=[CH:9][CH:10]=[CH:11][C:4]=1[NH2:1], predict the reactants needed to synthesize it. The reactants are: [N+:1]([C:4]1[CH:11]=[CH:10][CH:9]=[C:8]([N+:12]([O-])=O)[C:5]=1[NH:6][CH3:7])([O-])=O. (6) Given the product [Cl:25][C:7]1[CH:8]=[C:9]([N:12]2[C:16]3=[N:17][C:18]([CH3:22])=[CH:19][C:20]([CH3:21])=[C:15]3[N:14]=[C:13]2[CH2:23][CH3:24])[CH:10]=[CH:11][C:6]=1[CH2:5][CH2:4][NH2:1], predict the reactants needed to synthesize it. The reactants are: [N:1]([CH2:4][CH2:5][C:6]1[CH:11]=[CH:10][C:9]([N:12]2[C:16]3=[N:17][C:18]([CH3:22])=[CH:19][C:20]([CH3:21])=[C:15]3[N:14]=[C:13]2[CH2:23][CH3:24])=[CH:8][C:7]=1[Cl:25])=[N+]=[N-].[NH4+].[Cl-]. (7) Given the product [C:63]([NH:62][C@@H:61]1[C@@H:60]([NH:66][C:26](=[O:28])[CH2:25][NH:24][C:1](=[O:23])[CH2:2][CH2:3]/[CH:4]=[CH:5]\[CH2:6]/[CH:7]=[CH:8]\[CH2:9]/[CH:10]=[CH:11]\[CH2:12]/[CH:13]=[CH:14]\[CH2:15]/[CH:16]=[CH:17]\[CH2:18]/[CH:19]=[CH:20]\[CH2:21][CH3:22])[CH2:59][C:58]([C:67]([O:69][CH2:70][CH3:71])=[O:68])=[CH:57][C@H:56]1[O:55][CH:52]([CH2:53][CH3:54])[CH2:51][CH3:50])(=[O:64])[CH3:65], predict the reactants needed to synthesize it. The reactants are: [C:1]([NH:24][CH2:25][C:26]([OH:28])=O)(=[O:23])[CH2:2][CH2:3]/[CH:4]=[CH:5]\[CH2:6]/[CH:7]=[CH:8]\[CH2:9]/[CH:10]=[CH:11]\[CH2:12]/[CH:13]=[CH:14]\[CH2:15]/[CH:16]=[CH:17]\[CH2:18]/[CH:19]=[CH:20]\[CH2:21][CH3:22].C1C=CC2N(O)N=NC=2C=1.CCN=C=NCCCN(C)C.[CH3:50][CH2:51][CH:52]([O:55][C@H:56]1[C@H:61]([NH:62][C:63]([CH3:65])=[O:64])[C@@H:60]([NH2:66])[CH2:59][C:58]([C:67]([O:69][CH2:70][CH3:71])=[O:68])=[CH:57]1)[CH2:53][CH3:54].OP(O)(O)=O.CCN(CC)CC. (8) Given the product [Cl:21][C:8]1[CH:9]=[C:10]([NH:13][S:14]([C:17]([F:20])([F:19])[F:18])(=[O:16])=[O:15])[CH:11]=[CH:12][C:7]=1[C:5]1[N:6]=[C:2]([C:30]2[CH:35]=[CH:34][N:33]=[C:32]3[NH:36][CH:37]=[CH:38][C:31]=23)[S:3][CH:4]=1, predict the reactants needed to synthesize it. The reactants are: Br[C:2]1[S:3][CH:4]=[C:5]([C:7]2[CH:12]=[CH:11][C:10]([NH:13][S:14]([C:17]([F:20])([F:19])[F:18])(=[O:16])=[O:15])=[CH:9][C:8]=2[Cl:21])[N:6]=1.CC1(C)C(C)(C)OB([C:30]2[CH:35]=[CH:34][N:33]=[C:32]3[NH:36][CH:37]=[CH:38][C:31]=23)O1.C(=O)([O-])[O-].[Na+].[Na+].CN(C)C=O. (9) Given the product [O:1]1[CH:5]=[CH:4][CH:3]=[C:2]1[C:6]1[N:18]([CH2:22][CH:23]2[CH2:28][CH2:27][CH2:26][CH2:25][CH2:24]2)[C:9]2=[N:10][CH:11]=[C:12]([S:14]([CH3:17])(=[O:16])=[O:15])[CH:13]=[C:8]2[CH:7]=1, predict the reactants needed to synthesize it. The reactants are: [O:1]1[CH:5]=[CH:4][CH:3]=[C:2]1[C:6]1[NH:18][C:9]2=[N:10][CH:11]=[C:12]([S:14]([CH3:17])(=[O:16])=[O:15])[CH:13]=[C:8]2[CH:7]=1.[H-].[Na+].Br[CH2:22][CH:23]1[CH2:28][CH2:27][CH2:26][CH2:25][CH2:24]1.[Cl-].[NH4+].